The task is: Regression. Given two drug SMILES strings and cell line genomic features, predict the synergy score measuring deviation from expected non-interaction effect.. This data is from Merck oncology drug combination screen with 23,052 pairs across 39 cell lines. (1) Drug 1: NC1(c2ccc(-c3nc4ccn5c(=O)[nH]nc5c4cc3-c3ccccc3)cc2)CCC1. Drug 2: CC(C)CC(NC(=O)C(Cc1ccccc1)NC(=O)c1cnccn1)B(O)O. Cell line: COLO320DM. Synergy scores: synergy=-26.5. (2) Drug 1: C=CCn1c(=O)c2cnc(Nc3ccc(N4CCN(C)CC4)cc3)nc2n1-c1cccc(C(C)(C)O)n1. Drug 2: CS(=O)(=O)CCNCc1ccc(-c2ccc3ncnc(Nc4ccc(OCc5cccc(F)c5)c(Cl)c4)c3c2)o1. Cell line: UWB1289. Synergy scores: synergy=83.0. (3) Drug 1: O=P1(N(CCCl)CCCl)NCCCO1. Drug 2: NC(=O)c1cccc2cn(-c3ccc(C4CCCNC4)cc3)nc12. Cell line: VCAP. Synergy scores: synergy=9.03. (4) Drug 1: CN(C)C(=N)N=C(N)N. Drug 2: Cn1cc(-c2cnn3c(N)c(Br)c(C4CCCNC4)nc23)cn1. Cell line: CAOV3. Synergy scores: synergy=6.58. (5) Drug 1: CC(=O)OC1C(=O)C2(C)C(O)CC3OCC3(OC(C)=O)C2C(OC(=O)c2ccccc2)C2(O)CC(OC(=O)C(O)C(NC(=O)c3ccccc3)c3ccccc3)C(C)=C1C2(C)C. Drug 2: CC(C)CC(NC(=O)C(Cc1ccccc1)NC(=O)c1cnccn1)B(O)O. Cell line: COLO320DM. Synergy scores: synergy=-11.2. (6) Drug 1: N#Cc1ccc(Cn2cncc2CN2CCN(c3cccc(Cl)c3)C(=O)C2)cc1. Drug 2: CCc1c2c(nc3ccc(O)cc13)-c1cc3c(c(=O)n1C2)COC(=O)C3(O)CC. Cell line: A2780. Synergy scores: synergy=7.51. (7) Synergy scores: synergy=8.09. Drug 2: C=CCn1c(=O)c2cnc(Nc3ccc(N4CCN(C)CC4)cc3)nc2n1-c1cccc(C(C)(C)O)n1. Cell line: RKO. Drug 1: CN1C(=O)C=CC2(C)C3CCC4(C)C(NC(=O)OCC(F)(F)F)CCC4C3CCC12. (8) Drug 1: CNC(=O)c1cc(Oc2ccc(NC(=O)Nc3ccc(Cl)c(C(F)(F)F)c3)cc2)ccn1. Drug 2: CCc1cnn2c(NCc3ccc[n+]([O-])c3)cc(N3CCCCC3CCO)nc12. Cell line: HCT116. Synergy scores: synergy=-6.67.